From a dataset of Reaction yield outcomes from USPTO patents with 853,638 reactions. Predict the reaction yield, written as a fraction of the theoretical maximum amount of product (1.0 means a 100% yield; for example, 0.34 means a 34% yield). (1) The reactants are [F:1][C:2]([F:14])([F:13])[O:3][C:4]1[CH:9]=[CH:8][C:7]([C:10](=[O:12])[CH3:11])=[CH:6][CH:5]=1.[C:15](OCC)(=[O:21])[C:16]([O:18][CH2:19][CH3:20])=[O:17].[Na]. The catalyst is C(O)C. The product is [CH2:19]([O:18][C:16](=[O:17])/[C:15](/[OH:21])=[CH:11]/[C:10](=[O:12])[C:7]1[CH:6]=[CH:5][C:4]([O:3][C:2]([F:13])([F:14])[F:1])=[CH:9][CH:8]=1)[CH3:20]. The yield is 0.990. (2) The reactants are [CH2:1]([N:3]1[C:9]2[N:10]=[CH:11][C:12]([CH2:14][CH2:15][O:16][C:17]3[CH:22]=[CH:21][C:20]([NH2:23])=[CH:19][C:18]=3[CH3:24])=[CH:13][C:8]=2[C:7](=[O:25])[N:6]([CH3:26])[C:5]2[CH:27]=[CH:28][CH:29]=[N:30][C:4]1=2)[CH3:2].Br[C:32]1[CH:42]=[CH:41][C:35]([C:36]([O:38][CH2:39][CH3:40])=[O:37])=[CH:34][CH:33]=1.C(O[Na])(C)(C)C.C1C=CC(P(C2C=CC3C(=CC=CC=3)C=2C2C3C(=CC=CC=3)C=CC=2P(C2C=CC=CC=2)C2C=CC=CC=2)C2C=CC=CC=2)=CC=1. The catalyst is C1(C)C=CC=CC=1.CCOC(C)=O.C1C=CC(/C=C/C(/C=C/C2C=CC=CC=2)=O)=CC=1.C1C=CC(/C=C/C(/C=C/C2C=CC=CC=2)=O)=CC=1.C1C=CC(/C=C/C(/C=C/C2C=CC=CC=2)=O)=CC=1.[Pd].[Pd]. The product is [CH2:1]([N:3]1[C:9]2[N:10]=[CH:11][C:12]([CH2:14][CH2:15][O:16][C:17]3[CH:22]=[CH:21][C:20]([NH:23][C:32]4[CH:42]=[CH:41][C:35]([C:36]([O:38][CH2:39][CH3:40])=[O:37])=[CH:34][CH:33]=4)=[CH:19][C:18]=3[CH3:24])=[CH:13][C:8]=2[C:7](=[O:25])[N:6]([CH3:26])[C:5]2[CH:27]=[CH:28][CH:29]=[N:30][C:4]1=2)[CH3:2]. The yield is 0.400. (3) The catalyst is C1(C)C=CC=CC=1.C([O-])(=O)C.[Pd+2].C([O-])(=O)C. The product is [F:18][C:19]1[CH:24]=[CH:23][C:22]([C:2]2[CH:3]=[C:4]([CH:9]=[CH:10][N:11]=2)[C:5]([O:7][CH3:8])=[O:6])=[CH:21][CH:20]=1. The reactants are Cl[C:2]1[CH:3]=[C:4]([CH:9]=[CH:10][N:11]=1)[C:5]([O:7][CH3:8])=[O:6].C(=O)([O-])[O-].[Cs+].[Cs+].[F:18][C:19]1[CH:24]=[CH:23][C:22](B(O)O)=[CH:21][CH:20]=1. The yield is 0.700. (4) The reactants are [C:1]([O:5][C:6]([N:8]([CH2:20][C:21](OCC)=[O:22])[CH:9]1[CH2:12][N:11]([C:13]([O:15][C:16]([CH3:19])([CH3:18])[CH3:17])=[O:14])[CH2:10]1)=[O:7])([CH3:4])([CH3:3])[CH3:2].[NH2:26][NH2:27]. The catalyst is C(O)C. The product is [C:1]([O:5][C:6]([N:8]([CH2:20][C:21]([NH:26][NH2:27])=[O:22])[CH:9]1[CH2:10][N:11]([C:13]([O:15][C:16]([CH3:19])([CH3:18])[CH3:17])=[O:14])[CH2:12]1)=[O:7])([CH3:4])([CH3:3])[CH3:2]. The yield is 0.940.